This data is from NCI-60 drug combinations with 297,098 pairs across 59 cell lines. The task is: Regression. Given two drug SMILES strings and cell line genomic features, predict the synergy score measuring deviation from expected non-interaction effect. (1) Drug 1: CCCS(=O)(=O)NC1=C(C(=C(C=C1)F)C(=O)C2=CNC3=C2C=C(C=N3)C4=CC=C(C=C4)Cl)F. Drug 2: C1=NC(=NC(=O)N1C2C(C(C(O2)CO)O)O)N. Cell line: SF-295. Synergy scores: CSS=6.62, Synergy_ZIP=-1.72, Synergy_Bliss=-0.358, Synergy_Loewe=-2.55, Synergy_HSA=-0.350. (2) Drug 1: CS(=O)(=O)C1=CC(=C(C=C1)C(=O)NC2=CC(=C(C=C2)Cl)C3=CC=CC=N3)Cl. Drug 2: CC1=C2C(C(=O)C3(C(CC4C(C3C(C(C2(C)C)(CC1OC(=O)C(C(C5=CC=CC=C5)NC(=O)C6=CC=CC=C6)O)O)OC(=O)C7=CC=CC=C7)(CO4)OC(=O)C)O)C)OC(=O)C. Cell line: NCI-H460. Synergy scores: CSS=66.8, Synergy_ZIP=11.5, Synergy_Bliss=12.0, Synergy_Loewe=-33.1, Synergy_HSA=13.1. (3) Drug 1: C(CCl)NC(=O)N(CCCl)N=O. Drug 2: CC1CCCC2(C(O2)CC(NC(=O)CC(C(C(=O)C(C1O)C)(C)C)O)C(=CC3=CSC(=N3)C)C)C. Cell line: UACC62. Synergy scores: CSS=45.4, Synergy_ZIP=-3.30, Synergy_Bliss=-1.65, Synergy_Loewe=-6.30, Synergy_HSA=1.98. (4) Drug 1: CN1CCC(CC1)COC2=C(C=C3C(=C2)N=CN=C3NC4=C(C=C(C=C4)Br)F)OC. Drug 2: CC1=CC2C(CCC3(C2CCC3(C(=O)C)OC(=O)C)C)C4(C1=CC(=O)CC4)C. Cell line: SR. Synergy scores: CSS=1.97, Synergy_ZIP=1.41, Synergy_Bliss=2.37, Synergy_Loewe=2.41, Synergy_HSA=0.872. (5) Drug 1: C1CC(=O)NC(=O)C1N2CC3=C(C2=O)C=CC=C3N. Drug 2: CC1CCCC2(C(O2)CC(NC(=O)CC(C(C(=O)C(C1O)C)(C)C)O)C(=CC3=CSC(=N3)C)C)C. Cell line: OVCAR-4. Synergy scores: CSS=3.25, Synergy_ZIP=0.321, Synergy_Bliss=3.55, Synergy_Loewe=2.39, Synergy_HSA=2.78. (6) Drug 1: CNC(=O)C1=CC=CC=C1SC2=CC3=C(C=C2)C(=NN3)C=CC4=CC=CC=N4. Synergy scores: CSS=-2.07, Synergy_ZIP=2.60, Synergy_Bliss=3.68, Synergy_Loewe=-0.685, Synergy_HSA=-0.0748. Cell line: SK-MEL-28. Drug 2: CC1=C(C(CCC1)(C)C)C=CC(=CC=CC(=CC(=O)O)C)C.